From a dataset of Forward reaction prediction with 1.9M reactions from USPTO patents (1976-2016). Predict the product of the given reaction. (1) Given the reactants [CH2:1]([N:8]([CH2:23][C:24]1[CH:32]=[CH:31][C:27]([C:28]([O-:30])=[O:29])=[CH:26][CH:25]=1)[S:9]([C:12]1[CH:17]=[CH:16][C:15]([O:18][C:19]([F:22])([F:21])[F:20])=[CH:14][CH:13]=1)(=[O:11])=[O:10])[C:2]1[CH:7]=[CH:6][CH:5]=[CH:4][CH:3]=1.O.[OH-].[Li+], predict the reaction product. The product is: [CH2:1]([N:8]([CH2:23][C:24]1[CH:25]=[CH:26][C:27]([C:28]([OH:30])=[O:29])=[CH:31][CH:32]=1)[S:9]([C:12]1[CH:13]=[CH:14][C:15]([O:18][C:19]([F:22])([F:21])[F:20])=[CH:16][CH:17]=1)(=[O:10])=[O:11])[C:2]1[CH:3]=[CH:4][CH:5]=[CH:6][CH:7]=1. (2) Given the reactants [CH3:1][C:2]1([N:7]2[CH2:12][CH2:11][CH:10]([N:13]3[C:21]4[C:16](=[CH:17][CH:18]=[CH:19][CH:20]=4)[CH2:15][C:14]3=[O:22])[CH2:9][CH2:8]2)[CH2:6][CH2:5][NH:4][CH2:3]1.[C:23](Cl)(=[O:27])[O:24][CH2:25][CH3:26], predict the reaction product. The product is: [CH3:1][C:2]1([N:7]2[CH2:8][CH2:9][CH:10]([N:13]3[C:21]4[C:16](=[CH:17][CH:18]=[CH:19][CH:20]=4)[CH2:15][C:14]3=[O:22])[CH2:11][CH2:12]2)[CH2:6][CH2:5][N:4]([C:23]([O:24][CH2:25][CH3:26])=[O:27])[CH2:3]1. (3) Given the reactants [CH3:1][O:2][C:3]1[CH:4]=[CH:5][C:6]([CH2:10][CH2:11][CH2:12][S:13][CH3:14])=[C:7]([CH:9]=1)[NH2:8].[C:15](O[C:15]([O:17][C:18]([CH3:21])([CH3:20])[CH3:19])=[O:16])([O:17][C:18]([CH3:21])([CH3:20])[CH3:19])=[O:16], predict the reaction product. The product is: [CH3:1][O:2][C:3]1[CH:4]=[CH:5][C:6]([CH2:10][CH2:11][CH2:12][S:13][CH3:14])=[C:7]([NH:8][C:15](=[O:16])[O:17][C:18]([CH3:21])([CH3:20])[CH3:19])[CH:9]=1. (4) Given the reactants [C:1]([C:3]1[CH:4]=[C:5]2[C:10](=[CH:11][CH:12]=1)[N:9]=[C:8]([NH:13][C:14]1[CH:19]=[C:18]([O:20][C@H:21]3[CH2:25][CH2:24][NH:23][CH2:22]3)[CH:17]=[C:16]([C:26]3[CH:27]=[N:28][N:29]([CH3:31])[CH:30]=3)[CH:15]=1)[N:7]=[CH:6]2)#[CH:2].C(N(CC)CC)C.Br[CH2:40][CH2:41][OH:42], predict the reaction product. The product is: [C:1]([C:3]1[CH:4]=[C:5]2[C:10](=[CH:11][CH:12]=1)[N:9]=[C:8]([NH:13][C:14]1[CH:19]=[C:18]([CH:17]=[C:16]([C:26]3[CH:27]=[N:28][N:29]([CH3:31])[CH:30]=3)[CH:15]=1)[O:20][C@H:21]1[CH2:25][CH2:24][N:23]([CH2:40][CH2:41][OH:42])[CH2:22]1)[N:7]=[CH:6]2)#[CH:2]. (5) Given the reactants [Br-].C[O-:3].C([Sn+]([CH2:13][CH2:14][CH2:15][CH3:16])CCCC)CCC.[C:17]([O:20][C:21](C)=C)(=[O:19])[CH3:18].[C:24]1(C)C=[CH:28][CH:27]=[CH:26][C:25]=1P([C:26]1[CH:27]=[CH:28]C=[CH:24][C:25]=1C)[C:26]1[CH:27]=[CH:28]C=[CH:24][C:25]=1C, predict the reaction product. The product is: [CH3:21][O:20][C:17](=[O:19])[CH2:18][C:25]1[CH:26]=[CH:27][CH:28]=[C:13]([CH2:14][C:15](=[O:3])[CH3:16])[CH:24]=1. (6) Given the reactants Cl[C:2]1[CH:11]=[C:10]2[C:5]([CH:6]=[CH:7][C:8](C)=[N:9]2)=[C:4]([C:13]2[CH:18]=[CH:17][C:16]([Cl:19])=[CH:15][CH:14]=2)[C:3]=1[C@H:20]([OH:23])[CH2:21][OH:22].Cl[C:25]1C=CC(C2C(C=C)=C(C)C=C3C=2C=CC=N3)=CC=1, predict the reaction product. The product is: [Cl:19][C:16]1[CH:15]=[CH:14][C:13]([C:4]2[C:3]([C@H:20]([OH:23])[CH2:21][OH:22])=[C:2]([CH3:25])[CH:11]=[C:10]3[C:5]=2[CH:6]=[CH:7][CH:8]=[N:9]3)=[CH:18][CH:17]=1.